The task is: Predict the reaction yield, written as a fraction of the theoretical maximum amount of product (1.0 means a 100% yield; for example, 0.34 means a 34% yield).. This data is from Reaction yield outcomes from USPTO patents with 853,638 reactions. (1) The reactants are C[O:2][C:3](=[O:29])[CH2:4][NH:5][C:6]([C:8]1[C:12]([CH3:13])=[C:11]([CH:14]=[N:15][N:16]=[C:17]2[C:25]3[C:20](=[CH:21][CH:22]=[C:23]([F:26])[CH:24]=3)[NH:19][C:18]2=[O:27])[NH:10][C:9]=1[CH3:28])=[O:7].CO.[Li+].[OH-].Cl. The catalyst is O. The product is [F:26][C:23]1[CH:24]=[C:25]2[C:20](=[CH:21][CH:22]=1)[NH:19][C:18](=[O:27])[C:17]2=[N:16][N:15]=[CH:14][C:11]1[NH:10][C:9]([CH3:28])=[C:8]([C:6]([NH:5][CH2:4][C:3]([OH:29])=[O:2])=[O:7])[C:12]=1[CH3:13]. The yield is 0.330. (2) The reactants are [CH:1]1[NH:5][C:4]([C:6]2[NH:10][CH:9]=[CH:8][N:7]=2)=[N:3]C=1.[H-].[Na+].[C:13]1([CH3:24])C(S(OC)(=O)=O)=CC=CC=1.[CH3:25]N(C=O)C. No catalyst specified. The product is [CH3:25][N:7]1[CH:8]=[CH:9][N:10]=[C:6]1[C:4]1[N:5]([CH3:1])[CH:13]=[CH:24][N:3]=1. The yield is 0.800.